Dataset: Catalyst prediction with 721,799 reactions and 888 catalyst types from USPTO. Task: Predict which catalyst facilitates the given reaction. (1) Product: [NH2:1][CH:2]([CH:6]([CH3:11])[C:7]([F:10])([F:9])[F:8])[CH2:3][OH:4]. The catalyst class is: 1. Reactant: [NH2:1][CH:2]([CH:6]([CH3:11])[C:7]([F:10])([F:9])[F:8])[C:3](O)=[O:4].[Al]. (2) Reactant: [Cl:1][C:2]1[CH:3]=[C:4]([NH:8][S:9]([C:12]2[S:16][CH:15]=[N:14][C:13]=2[CH3:17])(=[O:11])=[O:10])[CH:5]=[CH:6][CH:7]=1.Br[CH2:19][C:20]1[C:29]2[C:24](=[C:25]([F:30])[CH:26]=[CH:27][CH:28]=2)[NH:23][C:22](=[O:31])[CH:21]=1.C([O-])([O-])=O.[K+].[K+].CCOC(C)=O. Product: [Cl:1][C:2]1[CH:3]=[C:4]([N:8]([CH2:19][C:20]2[C:29]3[C:24](=[C:25]([F:30])[CH:26]=[CH:27][CH:28]=3)[NH:23][C:22](=[O:31])[CH:21]=2)[S:9]([C:12]2[S:16][CH:15]=[N:14][C:13]=2[CH3:17])(=[O:11])=[O:10])[CH:5]=[CH:6][CH:7]=1. The catalyst class is: 3. (3) Reactant: [OH:1][CH2:2][CH:3]1[O:8][CH2:7][CH2:6][NH:5][CH2:4]1.[H-].[Na+].[H][H].F[C:14]1[CH:19]=[CH:18][C:17]([C:20]2[O:24][N:23]=[C:22]([C:25]3[CH:30]=[CH:29][C:28]([O:31][CH:32]([CH3:34])[CH3:33])=[C:27]([C:35]([F:38])([F:37])[F:36])[CH:26]=3)[N:21]=2)=[CH:16][CH:15]=1. Product: [CH:32]([O:31][C:28]1[CH:29]=[CH:30][C:25]([C:22]2[N:21]=[C:20]([C:17]3[CH:18]=[CH:19][C:14]([O:1][CH2:2][CH:3]4[O:8][CH2:7][CH2:6][NH:5][CH2:4]4)=[CH:15][CH:16]=3)[O:24][N:23]=2)=[CH:26][C:27]=1[C:35]([F:36])([F:37])[F:38])([CH3:34])[CH3:33]. The catalyst class is: 1.